Dataset: Forward reaction prediction with 1.9M reactions from USPTO patents (1976-2016). Task: Predict the product of the given reaction. (1) The product is: [CH3:1][C:2]1[CH:3]=[C:4]([CH2:14][C:15]([OH:17])=[O:16])[CH:5]=[CH:6][C:7]=1[C:8]1[CH:13]=[CH:12][N:11]=[N:10][CH:9]=1. Given the reactants [CH3:1][C:2]1[CH:3]=[C:4]([CH2:14][C:15]([O:17]C(C)(C)C)=[O:16])[CH:5]=[CH:6][C:7]=1[C:8]1[CH:13]=[CH:12][N:11]=[N:10][CH:9]=1.FC(F)(F)C(O)=O, predict the reaction product. (2) Given the reactants [Br:1][C:2]1[C:3]([F:12])=[C:4]2[C:10]([NH2:11])=[CH:9][NH:8][C:5]2=[N:6][CH:7]=1.[CH3:13][C:14]1[S:15][CH:16]=[C:17]([C:19](O)=[O:20])[N:18]=1.C(N(CC)CC)C.C1N(P(Cl)(N2C(=O)OCC2)=O)C(=O)OC1, predict the reaction product. The product is: [Br:1][C:2]1[C:3]([F:12])=[C:4]2[C:10]([NH:11][C:19]([C:17]3[N:18]=[C:14]([CH3:13])[S:15][CH:16]=3)=[O:20])=[CH:9][NH:8][C:5]2=[N:6][CH:7]=1. (3) Given the reactants [O:1]1[C:5]2[CH:6]=[CH:7][C:8]([C:10]3([C:13]([NH:15][C:16]4[CH:17]=[C:18]5[C:22](=[CH:23][CH:24]=4)[N:21]([CH2:25][CH2:26][C:27]#[N:28])[CH:20]([C:29]([CH3:32])([CH3:31])[CH3:30])[CH2:19]5)=[O:14])[CH2:12][CH2:11]3)=[CH:9][C:4]=2[O:3][CH2:2]1.[NH4+].[Cl-].[N-:35]=[N+:36]=[N-:37].[Na+], predict the reaction product. The product is: [N:28]1[NH:35][N:36]=[N:37][C:27]=1[CH2:26][CH2:25][N:21]1[C:22]2[C:18](=[CH:17][C:16]([NH:15][C:13]([C:10]3([C:8]4[CH:7]=[CH:6][C:5]5[O:1][CH2:2][O:3][C:4]=5[CH:9]=4)[CH2:12][CH2:11]3)=[O:14])=[CH:24][CH:23]=2)[CH:19]=[C:20]1[C:29]([CH3:32])([CH3:31])[CH3:30]. (4) Given the reactants CN(C)C=O.[H-].[Na+].[NH:8]1[CH:12]=[CH:11][N:10]=[CH:9]1.[Cl:13][C:14]1[CH:15]=[C:16]([CH:30]=[CH:31][CH:32]=1)[O:17][CH2:18][C:19]1[CH:29]=[CH:28][CH:27]=[CH:26][C:20]=1[C:21](Cl)=[N:22][O:23][CH3:24], predict the reaction product. The product is: [Cl:13][C:14]1[CH:15]=[C:16]([CH:30]=[CH:31][CH:32]=1)[O:17][CH2:18][C:19]1[CH:29]=[CH:28][CH:27]=[CH:26][C:20]=1[C:21]([N:8]1[CH:12]=[CH:11][N:10]=[CH:9]1)=[N:22][O:23][CH3:24]. (5) Given the reactants [Cl:1][C:2]1[CH:7]=[C:6]([NH:8][CH:9]([CH3:11])[CH3:10])[C:5]([C:12]2[O:13][C:14]([CH2:17]Cl)=[N:15][N:16]=2)=[CH:4][N:3]=1.[NH:19]1[CH2:24][CH2:23][O:22][CH2:21][CH2:20]1.[I-].[K+], predict the reaction product. The product is: [Cl:1][C:2]1[CH:7]=[C:6]([NH:8][CH:9]([CH3:11])[CH3:10])[C:5]([C:12]2[O:13][C:14]([CH2:17][N:19]3[CH2:24][CH2:23][O:22][CH2:21][CH2:20]3)=[N:15][N:16]=2)=[CH:4][N:3]=1. (6) Given the reactants [H-].[Na+].[C:3]1([C:9]2[NH:10][CH2:11][CH2:12][N:13]=2)[CH:8]=[CH:7][CH:6]=[CH:5][CH:4]=1.Br[CH:15]([C:22]1[CH:27]=[CH:26][CH:25]=[CH:24][CH:23]=1)[C:16]1[CH:21]=[CH:20][CH:19]=[CH:18][CH:17]=1, predict the reaction product. The product is: [C:16]1([CH:15]([C:22]2[CH:23]=[CH:24][CH:25]=[CH:26][CH:27]=2)[N:13]2[CH2:12][CH2:11][N:10]=[C:9]2[C:3]2[CH:4]=[CH:5][CH:6]=[CH:7][CH:8]=2)[CH:21]=[CH:20][CH:19]=[CH:18][CH:17]=1. (7) Given the reactants [Cl:1][C:2]1[CH:3]=[C:4]([N:27]([CH2:37][CH3:38])[C@H:28]2[CH2:33][CH2:32][C@H:31]([N:34]([CH3:36])[CH3:35])[CH2:30][CH2:29]2)[C:5]([CH3:26])=[C:6]([CH:25]=1)[C:7]([NH:9][CH2:10][C:11]1[C:12]([O:23][CH3:24])=[N:13][N:14](C)[C:15]=1[N:16]1[CH2:21][CH2:20][CH2:19][CH2:18][CH2:17]1)=[O:8].[CH3:39]N1C(=O)C(C#N)=C(N2CCCCC2)N1, predict the reaction product. The product is: [Cl:1][C:2]1[CH:3]=[C:4]([N:27]([C@H:28]2[CH2:29][CH2:30][C@H:31]([N:34]([CH3:35])[CH3:36])[CH2:32][CH2:33]2)[CH2:37][CH3:38])[C:5]([CH3:26])=[C:6]([CH:25]=1)[C:7]([NH:9][CH2:10][C:11]1[C:15]([N:16]2[CH2:17][CH2:18][CH2:19][CH2:20][CH2:21]2)=[N:14][N:13]([CH3:39])[C:12]=1[O:23][CH3:24])=[O:8].